From a dataset of Catalyst prediction with 721,799 reactions and 888 catalyst types from USPTO. Predict which catalyst facilitates the given reaction. (1) Reactant: [NH2:1][C:2](=[O:38])[CH:3]([OH:37])[CH:4]([NH:12][C:13](=[O:36])[C:14]1[CH:19]=[CH:18][CH:17]=[N:16][C:15]=1[N:20]1[CH:24]=[CH:23][C:22]([CH2:25][N:26]2[CH2:35][CH2:34][C:33]3[C:28](=[CH:29][CH:30]=[CH:31][CH:32]=3)[CH2:27]2)=[N:21]1)[CH2:5][C:6]1[CH:11]=[CH:10][CH:9]=[CH:8][CH:7]=1. Product: [NH2:1][C:2](=[O:38])[C:3](=[O:37])[CH:4]([NH:12][C:13](=[O:36])[C:14]1[CH:19]=[CH:18][CH:17]=[N:16][C:15]=1[N:20]1[CH:24]=[CH:23][C:22]([CH2:25][N:26]2[CH2:35][CH2:34][C:33]3[C:28](=[CH:29][CH:30]=[CH:31][CH:32]=3)[CH2:27]2)=[N:21]1)[CH2:5][C:6]1[CH:7]=[CH:8][CH:9]=[CH:10][CH:11]=1. The catalyst class is: 2. (2) Reactant: [CH:1]1([CH2:4][O:5][C:6]2[CH:7]=[C:8]([CH:16]([N:23]3[CH2:31][C:30]4[C:25](=[C:26]([N+:32]([O-])=O)[CH:27]=[CH:28][CH:29]=4)[C:24]3=[O:35])[CH2:17][C:18]([N:20]([CH3:22])[CH3:21])=[O:19])[CH:9]=[CH:10][C:11]=2[O:12][CH:13]([F:15])[F:14])[CH2:3][CH2:2]1.[H][H]. Product: [NH2:32][C:26]1[CH:27]=[CH:28][CH:29]=[C:30]2[C:25]=1[C:24](=[O:35])[N:23]([CH:16]([C:8]1[CH:9]=[CH:10][C:11]([O:12][CH:13]([F:14])[F:15])=[C:6]([O:5][CH2:4][CH:1]3[CH2:2][CH2:3]3)[CH:7]=1)[CH2:17][C:18]([N:20]([CH3:21])[CH3:22])=[O:19])[CH2:31]2. The catalyst class is: 78. (3) Reactant: Cl[C:2]1[CH:3]=[C:4]([NH:11][C:12]2[CH:17]=[CH:16][CH:15]=[C:14]([N:18]3[CH2:22][CH2:21][CH2:20][CH:19]3[CH3:23])[N:13]=2)[C:5]2[N:6]([CH:8]=[CH:9][N:10]=2)[N:7]=1.[CH3:24][O:25][C:26]1[CH:27]=[C:28](B(O)O)[CH:29]=[CH:30][C:31]=1[O:32][CH3:33].CC(C1C=C(C(C)C)C(C2C=CC=CC=2P(C2CCCCC2)C2CCCCC2)=C(C(C)C)C=1)C.C([O-])([O-])=O.[Na+].[Na+]. Product: [CH3:24][O:25][C:26]1[CH:27]=[C:28]([C:2]2[CH:3]=[C:4]([NH:11][C:12]3[CH:17]=[CH:16][CH:15]=[C:14]([N:18]4[CH2:22][CH2:21][CH2:20][CH:19]4[CH3:23])[N:13]=3)[C:5]3[N:6]([CH:8]=[CH:9][N:10]=3)[N:7]=2)[CH:29]=[CH:30][C:31]=1[O:32][CH3:33]. The catalyst class is: 333. (4) Reactant: [F:1][C:2]1[CH:7]=[CH:6][CH:5]=[C:4]([F:8])[C:3]=1[N:9]1[C:14]2[N:15]=[C:16](S(C)=O)[N:17]=[C:18]([C:19]3[CH:20]=[C:21]([CH:28]=[CH:29][C:30]=3[CH3:31])[C:22]([NH:24][CH2:25][CH2:26][CH3:27])=[O:23])[C:13]=2[CH2:12][NH:11][C:10]1=[O:35].[CH3:36][N:37]([CH3:42])[CH2:38][CH2:39][CH2:40][NH2:41]. Product: [F:1][C:2]1[CH:7]=[CH:6][CH:5]=[C:4]([F:8])[C:3]=1[N:9]1[C:14]2[N:15]=[C:16]([NH:41][CH2:40][CH2:39][CH2:38][N:37]([CH3:42])[CH3:36])[N:17]=[C:18]([C:19]3[CH:20]=[C:21]([CH:28]=[CH:29][C:30]=3[CH3:31])[C:22]([NH:24][CH2:25][CH2:26][CH3:27])=[O:23])[C:13]=2[CH2:12][NH:11][C:10]1=[O:35]. The catalyst class is: 2. (5) The catalyst class is: 29. Product: [NH2:1][C@H:2]1[CH2:6][CH2:5][N:4]([C:7]2[CH:16]=[CH:15][C:14]3[C:13]([C:17]([NH:19][CH2:20][CH:21]4[CH2:26][CH2:25][CH2:24][CH2:23][CH2:22]4)=[O:18])=[CH:12][CH:11]=[CH:10][C:9]=3[N:8]=2)[CH2:3]1. Reactant: [NH2:1][C@H:2]1[CH2:6][CH2:5][N:4]([C:7]2[CH:16]=[CH:15][C:14]3[C:13]([C:17]([NH:19][CH2:20][CH:21]4[CH2:26][CH2:25][CH2:24][CH2:23][CH2:22]4)=[O:18])=[C:12](Cl)[CH:11]=[CH:10][C:9]=3[N:8]=2)[CH2:3]1.C(N(CC)CC)C.[H][H]. (6) Reactant: [Br:1][C:2]1[CH:3]=[N:4][N:5]2[C:10]([NH:11][CH2:12][CH:13]3[CH2:18][CH2:17][NH:16][CH2:15][CH2:14]3)=[CH:9][C:8]([C:19]3[CH:24]=[CH:23][CH:22]=[CH:21][C:20]=3[Cl:25])=[N:7][C:6]=12.C[Si]([N:30]=[C:31]=[O:32])(C)C. Product: [Br:1][C:2]1[CH:3]=[N:4][N:5]2[C:10]([NH:11][CH2:12][CH:13]3[CH2:14][CH2:15][N:16]([C:31]([NH2:30])=[O:32])[CH2:17][CH2:18]3)=[CH:9][C:8]([C:19]3[CH:24]=[CH:23][CH:22]=[CH:21][C:20]=3[Cl:25])=[N:7][C:6]=12. The catalyst class is: 4. (7) Reactant: C[O:2][C:3]([C:5]1[CH:6]=[C:7]([C:15]#[C:16][C:17]2[CH:22]=[CH:21][CH:20]=[CH:19][C:18]=2[CH3:23])[CH:8]=[C:9]2[C:14]=1[O:13][CH2:12][CH:11]=[CH:10]2)=[O:4]. Product: [C:18]1([CH3:23])[CH:19]=[CH:20][CH:21]=[CH:22][C:17]=1[C:16]#[C:15][C:7]1[CH:8]=[C:9]2[C:14](=[C:5]([C:3]([OH:4])=[O:2])[CH:6]=1)[O:13][CH2:12][CH:11]=[CH:10]2. The catalyst class is: 500. (8) The catalyst class is: 11. Product: [Br:1][C:2]1[CH:9]=[CH:8][CH:7]=[CH:6][C:3]=1[N:14]=[CH:13][CH:12]([O:15][CH3:16])[O:11][CH3:10]. Reactant: [Br:1][C:2]1[CH:9]=[CH:8][CH:7]=[CH:6][C:3]=1C=O.[CH3:10][O:11][CH:12]([O:15][CH3:16])[CH2:13][NH2:14].